From a dataset of Peptide-MHC class II binding affinity with 134,281 pairs from IEDB. Regression. Given a peptide amino acid sequence and an MHC pseudo amino acid sequence, predict their binding affinity value. This is MHC class II binding data. (1) The peptide sequence is RRGVRSLSNKIKQKT. The MHC is HLA-DQA10201-DQB10301 with pseudo-sequence HLA-DQA10201-DQB10301. The binding affinity (normalized) is 0.288. (2) The peptide sequence is SQDLELSWNLNGLQAD. The MHC is DRB1_1302 with pseudo-sequence DRB1_1302. The binding affinity (normalized) is 0.549. (3) The peptide sequence is EFKYFAATQFEPLAA. The MHC is HLA-DQA10401-DQB10402 with pseudo-sequence HLA-DQA10401-DQB10402. The binding affinity (normalized) is 0.650. (4) The peptide sequence is QGVYMGNLSQSQLAK. The MHC is DRB1_0401 with pseudo-sequence DRB1_0401. The binding affinity (normalized) is 0. (5) The peptide sequence is SPPVVSFRETVLDKS. The MHC is DRB1_1501 with pseudo-sequence DRB1_1501. The binding affinity (normalized) is 0.490. (6) The peptide sequence is GTWTYDGSVVA. The MHC is DRB1_0901 with pseudo-sequence DRB1_0901. The binding affinity (normalized) is 0.245.